Dataset: Full USPTO retrosynthesis dataset with 1.9M reactions from patents (1976-2016). Task: Predict the reactants needed to synthesize the given product. (1) Given the product [OH:1][C@H:2]([C@@H:18]([NH:26][C:27](=[O:47])[C@@H:28]([N:33]1[CH2:37][CH2:36][N:35]([CH2:38][C:39]2[CH:44]=[CH:43][CH:42]=[C:41]([CH3:45])[N:40]=2)[C:34]1=[O:46])[C@@H:29]([CH3:32])[CH2:30][CH3:31])[CH2:19][C:20]1[CH:25]=[CH:24][CH:23]=[CH:22][CH:21]=1)[CH2:3][N:4]([CH2:48][C:49]1[CH:54]=[CH:53][C:52]([O:55][CH3:56])=[CH:51][CH:50]=1)[NH:5][C:6]([C@@H:8]([NH:13][C:14](=[O:17])[O:15][CH3:16])[C@@H:9]([CH3:12])[CH2:10][CH3:11])=[O:7], predict the reactants needed to synthesize it. The reactants are: [OH:1][C@H:2]([C@@H:18]([NH:26][C:27](=[O:47])[C@@H:28]([N:33]1[CH2:37][CH2:36][N:35]([CH2:38][C:39]2[CH:44]=[CH:43][CH:42]=[C:41]([CH3:45])[N:40]=2)[C:34]1=[O:46])[C@@H:29]([CH3:32])[CH2:30][CH3:31])[CH2:19][C:20]1[CH:25]=[CH:24][CH:23]=[CH:22][CH:21]=1)[CH2:3][NH:4][NH:5][C:6]([C@@H:8]([NH:13][C:14](=[O:17])[O:15][CH3:16])[C@@H:9]([CH3:12])[CH2:10][CH3:11])=[O:7].[CH:48](=O)[C:49]1[CH:54]=[CH:53][C:52]([O:55][CH3:56])=[CH:51][CH:50]=1.C(O)(=O)C.C(O[BH-](OC(=O)C)OC(=O)C)(=O)C.[Na+]. (2) Given the product [CH2:3]([O:7][C:9]1[N:14]=[CH:13][N:12]=[C:11]([N:15]2[CH2:21][CH2:20][CH2:19][CH2:18][CH2:17][CH:16]2[CH2:22][CH3:23])[C:10]=1[F:24])[C:4]#[C:5][CH3:6], predict the reactants needed to synthesize it. The reactants are: [H-].[Na+].[CH2:3]([OH:7])[C:4]#[C:5][CH3:6].Cl[C:9]1[N:14]=[CH:13][N:12]=[C:11]([N:15]2[CH2:21][CH2:20][CH2:19][CH2:18][CH2:17][CH:16]2[CH2:22][CH3:23])[C:10]=1[F:24].[Cl-].[NH4+]. (3) Given the product [OH:13][C:10]1([CH3:15])[CH2:11][CH2:12][CH:8]([NH:7][C:6](=[O:14])[O:5][C:1]([CH3:4])([CH3:2])[CH3:3])[CH2:9]1, predict the reactants needed to synthesize it. The reactants are: [C:1]([O:5][C:6](=[O:14])[NH:7][CH:8]1[CH2:12][CH2:11][C:10](=[O:13])[CH2:9]1)([CH3:4])([CH3:3])[CH3:2].[CH3:15][Mg]Br. (4) Given the product [ClH:21].[CH:1]1([CH2:4][NH:5][C@H:13]2[CH2:18][CH2:17][C@H:16]([OH:19])[CH2:15][CH2:14]2)[CH2:2][CH2:3]1, predict the reactants needed to synthesize it. The reactants are: [CH:1]1([CH2:4][N:5]([C@H:13]2[CH2:18][CH2:17][C@H:16]([OH:19])[CH2:15][CH2:14]2)C(=O)OC(C)(C)C)[CH2:3][CH2:2]1.C(Cl)[Cl:21].Cl. (5) Given the product [NH2:8][C@@H:9]1[CH2:13][CH2:12][N:11]([C:14]2[N:23]=[C:22]3[C:17]([C:18](=[O:38])[C:19]([C:35]([OH:37])=[O:36])=[CH:20][NH:21]3)=[C:16]([CH3:39])[C:15]=2[F:40])[CH2:10]1, predict the reactants needed to synthesize it. The reactants are: C(OC([NH:8][C@@H:9]1[CH2:13][CH2:12][N:11]([C:14]2[N:23]=[C:22]3[C:17]([C:18](=[O:38])[C:19]([C:35]([OH:37])=[O:36])=[CH:20][N:21]3CC3C=CC(OC)=CC=3OC)=[C:16]([CH3:39])[C:15]=2[F:40])[CH2:10]1)=O)(C)(C)C. (6) Given the product [CH3:25][N:26]([CH3:28])/[CH:27]=[CH:1]/[C:2]1[CH:7]=[CH:6][C:5]([C:8]([F:13])([F:14])[C:9]([F:12])([F:11])[F:10])=[CH:4][C:3]=1[N+:15]([O-:17])=[O:16], predict the reactants needed to synthesize it. The reactants are: [CH3:1][C:2]1[CH:7]=[CH:6][C:5]([C:8]([F:14])([F:13])[C:9]([F:12])([F:11])[F:10])=[CH:4][C:3]=1[N+:15]([O-:17])=[O:16].N1CCCC1.CO[CH:25](OC)[N:26]([CH3:28])[CH3:27]. (7) The reactants are: [OH:1][C:2]([C:4]([F:7])([F:6])[F:5])=[O:3].C([N:15]1[CH2:24][CH2:23][C:22]2[C:17](=[N:18][C:19]([NH:41][CH:42]([CH3:44])[CH3:43])=[C:20]([N:25]3[CH2:30][CH2:29][CH:28]([O:31][C:32]4[CH:37]=[CH:36][C:35]([O:38][CH3:39])=[CH:34][C:33]=4[F:40])[CH2:27][CH2:26]3)[N:21]=2)[CH2:16]1)C1C=CC=CC=1. Given the product [F:40][C:33]1[CH:34]=[C:35]([O:38][CH3:39])[CH:36]=[CH:37][C:32]=1[O:31][CH:28]1[CH2:27][CH2:26][N:25]([C:20]2[N:21]=[C:22]3[CH2:23][CH2:24][NH:15][CH2:16][C:17]3=[N:18][C:19]=2[NH:41][CH:42]([CH3:44])[CH3:43])[CH2:30][CH2:29]1.[C:2]([OH:3])([C:4]([F:7])([F:6])[F:5])=[O:1], predict the reactants needed to synthesize it. (8) Given the product [ClH:1].[Cl:1][C:2]1[C:9]([Cl:10])=[CH:8][CH:7]=[CH:6][C:3]=1[CH2:4][NH:5][C:15]1[S:16][CH2:12][CH2:13][N:14]=1, predict the reactants needed to synthesize it. The reactants are: [Cl:1][C:2]1[C:9]([Cl:10])=[CH:8][CH:7]=[CH:6][C:3]=1[CH2:4][NH2:5].Cl[CH2:12][CH2:13][N:14]=[C:15]=[S:16]. (9) Given the product [Cl:1][C:2]1[CH:7]=[CH:6][CH:5]=[CH:4][C:3]=1[C:8]1[O:12][C:11]([C:34]2[CH:35]=[CH:36][C:31]([NH:30][C:27](=[O:29])[CH3:28])=[CH:32][CH:33]=2)=[N:10][C:9]=1[C:14]1[N:18]([CH2:19][O:20][CH2:21][CH2:22][Si:23]([CH3:26])([CH3:25])[CH3:24])[CH:17]=[N:16][N:15]=1, predict the reactants needed to synthesize it. The reactants are: [Cl:1][C:2]1[CH:7]=[CH:6][CH:5]=[CH:4][C:3]=1[C:8]1[O:12][C:11](I)=[N:10][C:9]=1[C:14]1[N:18]([CH2:19][O:20][CH2:21][CH2:22][Si:23]([CH3:26])([CH3:25])[CH3:24])[CH:17]=[N:16][N:15]=1.[C:27]([NH:30][C:31]1[CH:36]=[CH:35][C:34](B(O)O)=[CH:33][CH:32]=1)(=[O:29])[CH3:28].C(=O)([O-])[O-].[Cs+].[Cs+]. (10) Given the product [CH3:1][S:2][CH2:5][C:6]1[N:7]([CH2:32][CH2:33][CH3:34])[C:8]([C:11]2[CH:16]=[CH:15][N:14]=[C:13]([NH:17][C:18]3[CH:23]=[CH:22][C:21]([S:24](=[O:31])(=[O:30])[NH:25][CH2:26][CH2:27][O:28][CH2:29][CH3:35])=[CH:20][CH:19]=3)[N:12]=2)=[CH:9][N:10]=1, predict the reactants needed to synthesize it. The reactants are: [CH3:1][S-:2].[Na+].Cl[CH2:5][C:6]1[N:7]([CH2:32][CH2:33][CH3:34])[C:8]([C:11]2[CH:16]=[CH:15][N:14]=[C:13]([NH:17][C:18]3[CH:23]=[CH:22][C:21]([S:24](=[O:31])(=[O:30])[NH:25][CH2:26][CH2:27][O:28][CH3:29])=[CH:20][CH:19]=3)[N:12]=2)=[CH:9][N:10]=1.[CH3:35]O.